This data is from Reaction yield outcomes from USPTO patents with 853,638 reactions. The task is: Predict the reaction yield, written as a fraction of the theoretical maximum amount of product (1.0 means a 100% yield; for example, 0.34 means a 34% yield). (1) The reactants are [C:9](O[C:9]([O:11][C:12]([CH3:15])([CH3:14])[CH3:13])=[O:10])([O:11][C:12]([CH3:15])([CH3:14])[CH3:13])=[O:10].[NH2:16][C:17]([CH3:21])([CH3:20])[CH2:18][OH:19].C(N(CC)CC)C. The yield is 1.00. The catalyst is C(Cl)Cl. The product is [C:12]([O:11][C:9](=[O:10])[NH:16][C:17]([CH3:21])([CH3:20])[CH2:18][OH:19])([CH3:13])([CH3:14])[CH3:15]. (2) The reactants are [CH3:1][O:2][C:3]1[CH:12]=[CH:11][C:10]2[NH:9][C:8](=[O:13])[C:7]3[S:14][CH:15]=[CH:16][C:6]=3[C:5]=2[C:4]=1[C:17]1[CH:22]=[CH:21][C:20]([C@H:23]([NH:25][C:26](=[O:32])[O:27][C:28]([CH3:31])([CH3:30])[CH3:29])[CH3:24])=[CH:19][CH:18]=1.C1C(=O)N([Cl:40])C(=O)C1. No catalyst specified. The product is [Cl:40][C:11]1[C:10]2[NH:9][C:8](=[O:13])[C:7]3[S:14][CH:15]=[CH:16][C:6]=3[C:5]=2[C:4]([C:17]2[CH:22]=[CH:21][C:20]([C@H:23]([NH:25][C:26](=[O:32])[O:27][C:28]([CH3:31])([CH3:30])[CH3:29])[CH3:24])=[CH:19][CH:18]=2)=[C:3]([O:2][CH3:1])[CH:12]=1. The yield is 0.110.